Dataset: Forward reaction prediction with 1.9M reactions from USPTO patents (1976-2016). Task: Predict the product of the given reaction. (1) Given the reactants [C:1]([O:5][C:6]([N:8]1[CH2:12][CH2:11][CH:10]([CH2:13][C:14]([OH:16])=O)[CH2:9]1)=[O:7])([CH3:4])([CH3:3])[CH3:2].[CH:17]([C:20]1[CH:25]=[CH:24][C:23]([NH2:26])=[CH:22][CH:21]=1)([CH3:19])[CH3:18].C1C=CC2N(O)N=NC=2C=1.CN(C(ON1N=NC2C=CC=CC1=2)=[N+](C)C)C.F[P-](F)(F)(F)(F)F.CCN(C(C)C)C(C)C, predict the reaction product. The product is: [C:1]([O:5][C:6]([N:8]1[CH2:12][CH2:11][CH:10]([CH2:13][C:14](=[O:16])[NH:26][C:23]2[CH:24]=[CH:25][C:20]([CH:17]([CH3:19])[CH3:18])=[CH:21][CH:22]=2)[CH2:9]1)=[O:7])([CH3:2])([CH3:3])[CH3:4]. (2) Given the reactants Cl[C:2]1[C:11]2[C:6](=[CH:7][C:8]([O:20][CH3:21])=[CH:9][C:10]=2[O:12][CH:13]2[CH2:18][CH2:17][N:16]([CH3:19])[CH2:15][CH2:14]2)[N:5]=[CH:4][N:3]=1.[Cl:22][C:23]1[CH:24]=[C:25]([CH:27]=[CH:28][CH:29]=1)[NH2:26], predict the reaction product. The product is: [Cl:22][C:23]1[CH:24]=[C:25]([CH:27]=[CH:28][CH:29]=1)[NH:26][C:2]1[C:11]2[C:6](=[CH:7][C:8]([O:20][CH3:21])=[CH:9][C:10]=2[O:12][CH:13]2[CH2:18][CH2:17][N:16]([CH3:19])[CH2:15][CH2:14]2)[N:5]=[CH:4][N:3]=1.